From a dataset of CYP2C19 inhibition data for predicting drug metabolism from PubChem BioAssay. Regression/Classification. Given a drug SMILES string, predict its absorption, distribution, metabolism, or excretion properties. Task type varies by dataset: regression for continuous measurements (e.g., permeability, clearance, half-life) or binary classification for categorical outcomes (e.g., BBB penetration, CYP inhibition). Dataset: cyp2c19_veith. (1) The compound is Cc1cc(Cl)ccc1OCC(=O)Nc1nc(N)nc(N)n1. The result is 0 (non-inhibitor). (2) The molecule is C[C@@]1(C(NC(=O)Cc2ccccc2)c2ccc(-c3ccccc3)cc2)C[C@H]1C1CCCCC1. The result is 0 (non-inhibitor). (3) The compound is CS(=O)(=O)Nc1cccc(-c2ccc3ncnc(NCc4cccs4)c3c2)c1. The result is 1 (inhibitor). (4) The drug is COc1ccc(CNC(=O)C2CC(c3ccc(OC)cc3)=NO2)cc1. The result is 0 (non-inhibitor). (5) The compound is CC(=O)c1ccc2c(c1)N(CCCN(C)C)c1ccccc1S2. The result is 0 (non-inhibitor). (6) The compound is CN1CCN(c2ncc3ncc(=O)n(C[C@H]4CCCO4)c3n2)CC1. The result is 0 (non-inhibitor).